This data is from Catalyst prediction with 721,799 reactions and 888 catalyst types from USPTO. The task is: Predict which catalyst facilitates the given reaction. (1) Reactant: C[O:2][C:3]([CH:5]1[CH2:10][C:9]([C:26]#[N:27])([C:11]2[C:19]3[C:18]4[CH:20]=[CH:21][CH:22]=[CH:23][C:17]=4[O:16][C:15]=3[C:14]([O:24][CH3:25])=[CH:13][CH:12]=2)[CH2:8][CH2:7][C:6]1=O)=O.Cl.[NH2:30][C:31]([NH2:33])=[NH:32].C[O-].[Na+]. Product: [NH2:32][C:31]1[NH:33][C:3](=[O:2])[C:5]2[CH2:10][C:9]([C:11]3[C:19]4[C:18]5[CH:20]=[CH:21][CH:22]=[CH:23][C:17]=5[O:16][C:15]=4[C:14]([O:24][CH3:25])=[CH:13][CH:12]=3)([C:26]#[N:27])[CH2:8][CH2:7][C:6]=2[N:30]=1. The catalyst class is: 5. (2) Reactant: [Si]([O:8][CH2:9][C:10]#[C:11][C:12]1([O:25][C:26]([O:28][CH3:29])=[O:27])[CH2:17][CH2:16][N:15]([C:18]([O:20][C:21]([CH3:24])([CH3:23])[CH3:22])=[O:19])[CH2:14][CH2:13]1)(C(C)(C)C)(C)C.CCCC[N+](CCCC)(CCCC)CCCC.[F-]. Product: [OH:8][CH2:9][C:10]#[C:11][C:12]1([O:25][C:26]([O:28][CH3:29])=[O:27])[CH2:13][CH2:14][N:15]([C:18]([O:20][C:21]([CH3:24])([CH3:22])[CH3:23])=[O:19])[CH2:16][CH2:17]1. The catalyst class is: 1. (3) Reactant: O[CH2:2][CH:3]1[CH2:15][N:13]2[C:14]3[C:9]([C:10](=[O:26])[N:11]([CH2:17][C:18]4[CH:23]=[CH:22][C:21]([O:24][CH3:25])=[CH:20][CH:19]=4)[C:12]2=[O:16])=[CH:8][CH:7]=[CH:6][C:5]=3[CH2:4]1.C(Br)(Br)(Br)[Br:28].C1(P(C2C=CC=CC=2)C2C=CC=CC=2)C=CC=CC=1. Product: [Br:28][CH2:2][CH:3]1[CH2:15][N:13]2[C:14]3[C:9]([C:10](=[O:26])[N:11]([CH2:17][C:18]4[CH:23]=[CH:22][C:21]([O:24][CH3:25])=[CH:20][CH:19]=4)[C:12]2=[O:16])=[CH:8][CH:7]=[CH:6][C:5]=3[CH2:4]1. The catalyst class is: 10. (4) Reactant: [NH2:1][C@@H:2]([CH:5]([CH3:7])[CH3:6])[CH2:3][OH:4].[Br:8][C:9]1[CH:10]=[C:11]([CH:16]=[CH:17][C:18]=1[CH2:19]Br)[C:12]([O:14][CH3:15])=[O:13]. Product: [Br:8][C:9]1[CH:10]=[C:11]([CH:16]=[CH:17][C:18]=1[CH2:19][NH:1][C@@H:2]([CH:5]([CH3:7])[CH3:6])[CH2:3][OH:4])[C:12]([O:14][CH3:15])=[O:13]. The catalyst class is: 23. (5) Reactant: [NH2:1][C:2]1[CH:3]=[CH:4][C:5]([O:11][C:12]([F:15])([F:14])[F:13])=[C:6]([CH:10]=1)[C:7]([OH:9])=[O:8].[F:16][C:17]1[C:24]([F:25])=[C:23]([C:26]([F:29])([F:28])[F:27])[C:22]([F:30])=[C:21]([F:31])[C:18]=1[CH2:19]Br. Product: [F:16][C:17]1[C:24]([F:25])=[C:23]([C:26]([F:29])([F:27])[F:28])[C:22]([F:30])=[C:21]([F:31])[C:18]=1[CH2:19][NH:1][C:2]1[CH:3]=[CH:4][C:5]([O:11][C:12]([F:13])([F:14])[F:15])=[C:6]([CH:10]=1)[C:7]([OH:9])=[O:8]. The catalyst class is: 3. (6) Reactant: C(OC([N:8]1[CH2:13][CH2:12][N:11]([C:14]2[CH:19]=[CH:18][C:17]([NH:20][C:21]3[N:26]=[C:25]([C:27]4[C:35]5[C:30](=[CH:31][CH:32]=[C:33]([F:36])[CH:34]=5)[N:29](C(OC(C)(C)C)=O)[CH:28]=4)[CH:24]=[CH:23][N:22]=3)=[CH:16][CH:15]=2)[CH2:10][CH2:9]1)=O)(C)(C)C.FC(F)(F)C(O)=O. Product: [F:36][C:33]1[CH:34]=[C:35]2[C:30](=[CH:31][CH:32]=1)[NH:29][CH:28]=[C:27]2[C:25]1[CH:24]=[CH:23][N:22]=[C:21]([NH:20][C:17]2[CH:16]=[CH:15][C:14]([N:11]3[CH2:12][CH2:13][NH:8][CH2:9][CH2:10]3)=[CH:19][CH:18]=2)[N:26]=1. The catalyst class is: 2.